From a dataset of Reaction yield outcomes from USPTO patents with 853,638 reactions. Predict the reaction yield, written as a fraction of the theoretical maximum amount of product (1.0 means a 100% yield; for example, 0.34 means a 34% yield). (1) The reactants are [CH3:1][O:2][C:3]1[CH:18]=[CH:17][C:6]([CH2:7][N:8]([CH3:16])[C:9](=[O:15])[O:10][C:11]([CH3:14])([CH3:13])[CH3:12])=[CH:5][C:4]=1[NH:19][S:20]([CH3:23])(=[O:22])=[O:21].[H-].[Na+].Cl.Cl[CH2:28][CH2:29][N:30]1[CH2:35][CH2:34][O:33][CH2:32][CH2:31]1.C(Cl)Cl. The catalyst is CN(C=O)C.C(Cl)Cl.CCOC(C)=O. The product is [CH3:1][O:2][C:3]1[CH:18]=[CH:17][C:6]([CH2:7][N:8]([CH3:16])[C:9](=[O:15])[O:10][C:11]([CH3:14])([CH3:12])[CH3:13])=[CH:5][C:4]=1[N:19]([CH2:28][CH2:29][N:30]1[CH2:35][CH2:34][O:33][CH2:32][CH2:31]1)[S:20]([CH3:23])(=[O:22])=[O:21]. The yield is 0.454. (2) The product is [CH3:8][C:5]([CH3:9])([CH2:4][CH2:3][CH2:2][C:10]#[N:11])[C:6]#[N:7]. The reactants are Cl[CH2:2][CH2:3][CH2:4][C:5]([CH3:9])([CH3:8])[C:6]#[N:7].[C-:10]#[N:11].[Na+]. The catalyst is CN(C=O)C.O. The yield is 0.807.